Task: Predict the product of the given reaction.. Dataset: Forward reaction prediction with 1.9M reactions from USPTO patents (1976-2016) Given the reactants [C:1]([C:5]1[CH:6]=[C:7]([CH:28]=[CH:29][CH:30]=1)[O:8][CH2:9][CH2:10][CH2:11][O:12][C:13]1[CH:18]=[CH:17][C:16]([CH:19]([C:25]#[C:26][CH3:27])[CH2:20][C:21]([O:23]C)=[O:22])=[CH:15][CH:14]=1)([CH3:4])([CH3:3])[CH3:2].Cl.O, predict the reaction product. The product is: [C:1]([C:5]1[CH:6]=[C:7]([CH:28]=[CH:29][CH:30]=1)[O:8][CH2:9][CH2:10][CH2:11][O:12][C:13]1[CH:14]=[CH:15][C:16]([CH:19]([C:25]#[C:26][CH3:27])[CH2:20][C:21]([OH:23])=[O:22])=[CH:17][CH:18]=1)([CH3:4])([CH3:2])[CH3:3].